This data is from Forward reaction prediction with 1.9M reactions from USPTO patents (1976-2016). The task is: Predict the product of the given reaction. The product is: [C:5]([C:4]1[C:3]([CH3:11])=[C:2]([C:20]2[CH:21]=[C:22]3[C:27](=[CH:28][CH:29]=2)[CH:26]=[C:25]([NH:30][C:31]([C:33]2[CH:37]=[CH:36][S:35][CH:34]=2)=[O:32])[CH:24]=[CH:23]3)[CH:10]=[CH:9][CH:8]=1)(=[O:6])[NH2:7]. Given the reactants Br[C:2]1[C:3]([CH3:11])=[C:4]([CH:8]=[CH:9][CH:10]=1)[C:5]([NH2:7])=[O:6].CC1(C)C(C)(C)OB([C:20]2[CH:21]=[C:22]3[C:27](=[CH:28][CH:29]=2)[CH:26]=[C:25]([NH:30][C:31]([C:33]2[CH:37]=[CH:36][S:35][CH:34]=2)=[O:32])[CH:24]=[CH:23]3)O1.C([O-])([O-])=O.[K+].[K+].O1CCOCC1, predict the reaction product.